This data is from Forward reaction prediction with 1.9M reactions from USPTO patents (1976-2016). The task is: Predict the product of the given reaction. (1) Given the reactants [Si]([NH:8][C:9]1[N:10]=[C:11]([Cl:21])[C:12]2[CH:17]=[CH:16][N:15]([CH:18]([CH3:20])[CH3:19])[C:13]=2[N:14]=1)(C(C)(C)C)(C)C.I[CH2:23][CH2:24][CH3:25].[H-].[Na+].Cl, predict the reaction product. The product is: [CH2:23]([NH:8][C:9]1[N:10]=[C:11]([Cl:21])[C:12]2[CH:17]=[CH:16][N:15]([CH:18]([CH3:19])[CH3:20])[C:13]=2[N:14]=1)[CH2:24][CH3:25]. (2) Given the reactants C([O:5][C:6](=[O:14])[NH:7][C@H:8]([CH2:12][CH3:13])[CH2:9][C:10]#N)(C)(C)C.CCCCCC.CC(C[AlH]CC(C)C)C.Cl.CC[O:33]CC, predict the reaction product. The product is: [CH2:12]([C@@H:8]([NH:7][C:6](=[O:14])[OH:5])[CH2:9][CH:10]=[O:33])[CH3:13]. (3) Given the reactants N1N=C(C2C=CC=CC=2C(N2CC3CN(C(OC(C)(C)C)=O)CC3C2)=O)NC=1.[CH3:29][C:30]1[CH:35]=[C:34]([CH3:36])[N:33]=[C:32]([N:37]2[CH2:44][CH:43]3[CH:39]([CH2:40][NH:41][CH2:42]3)[CH2:38]2)[N:31]=1.C(OC(N1CC2C(CNC2)C1)=O)(C)(C)C.[CH3:60][C:61]1[N:65]=[C:64]([C:66]2[CH:74]=[CH:73][CH:72]=[CH:71][C:67]=2[C:68](O)=[O:69])[O:63][N:62]=1.N1N=C(C2C=CC=CC=2C(O)=O)NC=1, predict the reaction product. The product is: [CH3:29][C:30]1[CH:35]=[C:34]([CH3:36])[N:33]=[C:32]([N:37]2[CH2:44][CH:43]3[CH:39]([CH2:40][N:41]([C:68]([C:67]4[CH:71]=[CH:72][CH:73]=[CH:74][C:66]=4[C:64]4[O:63][N:62]=[C:61]([CH3:60])[N:65]=4)=[O:69])[CH2:42]3)[CH2:38]2)[N:31]=1. (4) Given the reactants CCN(C(C)C)C(C)C.Cl.[NH2:11][C@@H:12]([CH2:17][CH:18]=[CH2:19])[C:13]([O:15][CH3:16])=[O:14].[CH2:20]([CH:23]([CH2:27][CH2:28][CH3:29])[C:24](O)=[O:25])[CH2:21][CH3:22].C(Cl)CCl.C1C=CC2N(O)N=NC=2C=1.Cl, predict the reaction product. The product is: [CH2:20]([CH:23]([CH2:27][CH2:28][CH3:29])[C:24]([NH:11][C@@H:12]([CH2:17][CH:18]=[CH2:19])[C:13]([O:15][CH3:16])=[O:14])=[O:25])[CH2:21][CH3:22]. (5) Given the reactants [F:1][C:2]([F:12])([F:11])[O:3][C:4]1[CH:9]=[CH:8][C:7]([OH:10])=[CH:6][CH:5]=1.C(P(CCCC)CCCC)CCC.[CH:26]1([NH:29][C:30]([C:32]2[N:33]=[N:34][N:35]([C:41]3[CH:46]=[CH:45][C:44]([C:47]([NH:49][CH2:50][CH3:51])=[O:48])=[CH:43][CH:42]=3)[C:36]=2[CH2:37][CH2:38][CH2:39]O)=[O:31])[CH2:28][CH2:27]1.N(/C(N1CCCCC1)=O)=N\C(N1CCCCC1)=O, predict the reaction product. The product is: [CH:26]1([NH:29][C:30]([C:32]2[N:33]=[N:34][N:35]([C:41]3[CH:42]=[CH:43][C:44]([C:47]([NH:49][CH2:50][CH3:51])=[O:48])=[CH:45][CH:46]=3)[C:36]=2[CH2:37][CH2:38][CH2:39][O:10][C:7]2[CH:6]=[CH:5][C:4]([O:3][C:2]([F:11])([F:12])[F:1])=[CH:9][CH:8]=2)=[O:31])[CH2:27][CH2:28]1. (6) Given the reactants [CH3:1][C:2]1[CH:6]=[C:5]([CH3:7])[NH:4][C:3]=1/[CH:8]=[C:9]1\[C:10](=[O:20])[N:11]([CH2:18][OH:19])[C:12]2[C:17]\1=[CH:16][CH:15]=[CH:14][CH:13]=2.[P:21](Cl)(=[O:38])([O:30][CH2:31][C:32]1[CH:37]=[CH:36][CH:35]=[CH:34][CH:33]=1)[O:22][CH2:23][C:24]1[CH:29]=[CH:28][CH:27]=[CH:26][CH:25]=1, predict the reaction product. The product is: [P:21]([O:19][CH2:18][N:11]1[C:12]2[C:17](=[CH:16][CH:15]=[CH:14][CH:13]=2)/[C:9](=[CH:8]/[C:3]2[NH:4][C:5]([CH3:7])=[CH:6][C:2]=2[CH3:1])/[C:10]1=[O:20])([O:22][CH2:23][C:24]1[CH:29]=[CH:28][CH:27]=[CH:26][CH:25]=1)([O:30][CH2:31][C:32]1[CH:37]=[CH:36][CH:35]=[CH:34][CH:33]=1)=[O:38]. (7) Given the reactants [F:1][C:2]1[CH:8]=[C:7]([F:9])[CH:6]=[CH:5][C:3]=1[NH2:4].[F:10][C:11]1[C:12]([F:24])=[C:13]([F:23])[C:14]([F:22])=[C:15]2[C:20](=O)[O:19][C:17](=[O:18])[C:16]=12, predict the reaction product. The product is: [F:1][C:2]1[CH:8]=[C:7]([F:9])[CH:6]=[CH:5][C:3]=1[N:4]1[C:17](=[O:18])[C:16]2[C:15](=[C:14]([F:22])[C:13]([F:23])=[C:12]([F:24])[C:11]=2[F:10])[C:20]1=[O:19]. (8) Given the reactants [CH2:1]([O:3][C:4]([C:6]1([NH2:15])[CH2:14][C:13]2[C:8](=[CH:9][CH:10]=[CH:11][CH:12]=2)[CH2:7]1)=[O:5])[CH3:2].CCN(C(C)C)C(C)C.[Cl:25][C:26]1[CH:34]=[CH:33][CH:32]=[C:31]([CH3:35])[C:27]=1[C:28](Cl)=[O:29].CO, predict the reaction product. The product is: [CH2:1]([O:3][C:4]([C:6]1([NH:15][C:28](=[O:29])[C:27]2[C:31]([CH3:35])=[CH:32][CH:33]=[CH:34][C:26]=2[Cl:25])[CH2:14][C:13]2[C:8](=[CH:9][CH:10]=[CH:11][CH:12]=2)[CH2:7]1)=[O:5])[CH3:2]. (9) The product is: [C:35]([O:34][C:32]([CH:30]1[CH2:31][N:28]([CH2:27][C:26]2[CH:39]=[CH:40][C:23]([C:21]3[N:22]=[C:12]([C:9]4[C:8]([C:15]([F:18])([F:17])[F:16])=[C:7]([C:2]5[CH:3]=[CH:4][CH:5]=[CH:6][N:1]=5)[O:11][N:10]=4)[O:13][N:20]=3)=[CH:24][CH:25]=2)[CH2:29]1)=[O:33])([CH3:38])([CH3:36])[CH3:37]. Given the reactants [N:1]1[CH:6]=[CH:5][CH:4]=[CH:3][C:2]=1[C:7]1[O:11][N:10]=[C:9]([C:12](F)=[O:13])[C:8]=1[C:15]([F:18])([F:17])[F:16].O[N:20]=[C:21]([C:23]1[CH:40]=[CH:39][C:26]([CH2:27][N:28]2[CH2:31][CH:30]([C:32]([O:34][C:35]([CH3:38])([CH3:37])[CH3:36])=[O:33])[CH2:29]2)=[CH:25][CH:24]=1)[NH2:22].N1C=CC=CC=1C1C(C(F)(F)F)=C(C2ON=C(C3C=CC(CN4CC(C(O)=O)C4)=CC=3)N=2)ON=1.N1C=CC=CC=1.[F-].C([N+](CCCC)(CCCC)CCCC)CCC.O1CCCC1, predict the reaction product.